This data is from Catalyst prediction with 721,799 reactions and 888 catalyst types from USPTO. The task is: Predict which catalyst facilitates the given reaction. (1) Product: [CH3:19][O:18][C:3]1[CH:4]=[C:5]([CH:10]=[CH:11][C:12]2[CH:17]=[CH:16][CH:15]=[CH:14][CH:13]=2)[CH:6]=[C:7]([O:8][CH3:9])[C:2]=1[CH2:20][CH3:21]. Reactant: Br[C:2]1[C:7]([O:8][CH3:9])=[CH:6][C:5]([CH:10]=[CH:11][C:12]2[CH:17]=[CH:16][CH:15]=[CH:14][CH:13]=2)=[CH:4][C:3]=1[O:18][CH3:19].[CH2:20](I)[CH3:21].O. The catalyst class is: 1. (2) The catalyst class is: 135. Product: [OH:1][CH2:2][C:3]1[CH:32]=[CH:31][C:6]2[N:7]([CH2:18][C@H:19]3[CH2:23][CH2:22][CH2:21][NH:20]3)[C:8]([NH:10][C:11]([C:13]3[O:17][N:16]=[CH:15][CH:14]=3)=[O:12])=[N:9][C:5]=2[CH:4]=1. Reactant: [OH:1][CH2:2][C:3]1[CH:32]=[CH:31][C:6]2[N:7]([CH2:18][C@H:19]3[CH2:23][CH2:22][CH2:21][N:20]3C(OC(C)(C)C)=O)[C:8]([NH:10][C:11]([C:13]3[O:17][N:16]=[CH:15][CH:14]=3)=[O:12])=[N:9][C:5]=2[CH:4]=1.Cl. (3) Reactant: [C:1]([C:3]1[CH:10]=[CH:9][C:6]([CH:7]=[O:8])=[CH:5][CH:4]=1)#[CH:2].[BH4-].[Na+]. Product: [C:1]([C:3]1[CH:10]=[CH:9][C:6]([CH2:7][OH:8])=[CH:5][CH:4]=1)#[CH:2]. The catalyst class is: 5. (4) Reactant: [CH3:1][O:2][C:3]1[C:12]2[C:7](=[CH:8][CH:9]=[CH:10][CH:11]=2)[C:6](Br)=[CH:5][CH:4]=1.[CH:14]1[C:23]2[C:18](=[CH:19][CH:20]=[CH:21][CH:22]=2)[CH:17]=[CH:16][C:15]=1B(O)O.C(=O)([O-])[O-].[K+].[K+].O. Product: [CH3:1][O:2][C:3]1[C:12]2[C:7](=[CH:8][CH:9]=[CH:10][CH:11]=2)[C:6]([C:16]2[CH:15]=[CH:14][C:23]3[C:18](=[CH:19][CH:20]=[CH:21][CH:22]=3)[CH:17]=2)=[CH:5][CH:4]=1. The catalyst class is: 206. (5) Reactant: [CH3:1][O:2][C:3]1[CH:4]=[C:5]([C:11]2[S:15][C:14]3=[N:16][C:17]([CH3:19])=[CH:18][N:13]3[N:12]=2)[CH:6]=[CH:7][C:8]=1[O:9][CH3:10].C1C(=O)N([I:27])C(=O)C1. Product: [CH3:1][O:2][C:3]1[CH:4]=[C:5]([C:11]2[S:15][C:14]3=[N:16][C:17]([CH3:19])=[C:18]([I:27])[N:13]3[N:12]=2)[CH:6]=[CH:7][C:8]=1[O:9][CH3:10]. The catalyst class is: 2.